Dataset: Forward reaction prediction with 1.9M reactions from USPTO patents (1976-2016). Task: Predict the product of the given reaction. (1) Given the reactants [O:1]([CH2:8][C:9]1[NH:10][CH:11]=[C:12]([C:14]2[CH:27]=[CH:26][C:17]([O:18][C:19]3[CH:25]=[CH:24][C:22]([NH2:23])=[CH:21][CH:20]=3)=[CH:16][CH:15]=2)[N:13]=1)[C:2]1[CH:7]=[CH:6][CH:5]=[CH:4][CH:3]=1.[CH3:28][C:29]1[CH:34]=[CH:33][C:32]([N:35]=[C:36]=[O:37])=[CH:31][CH:30]=1, predict the reaction product. The product is: [CH3:28][C:29]1[CH:34]=[CH:33][C:32]([NH:35][C:36]([NH:23][C:22]2[CH:21]=[CH:20][C:19]([O:18][C:17]3[CH:26]=[CH:27][C:14]([C:12]4[N:13]=[C:9]([CH2:8][O:1][C:2]5[CH:7]=[CH:6][CH:5]=[CH:4][CH:3]=5)[NH:10][CH:11]=4)=[CH:15][CH:16]=3)=[CH:25][CH:24]=2)=[O:37])=[CH:31][CH:30]=1. (2) Given the reactants [Br:1][C:2]1[C:8]([Cl:9])=[CH:7][C:5]([NH2:6])=[C:4]([N+:10]([O-])=O)[CH:3]=1.O.O.[Sn](Cl)Cl.O.C(=O)([O-])O.[Na+], predict the reaction product. The product is: [Br:1][C:2]1[CH:3]=[C:4]([NH2:10])[C:5]([NH2:6])=[CH:7][C:8]=1[Cl:9]. (3) Given the reactants CC1C=CC(S(OCC2CC3C=CC=C(C4C=CC(OC)=CC=4)C=3O2)(=O)=O)=CC=1.[N-]=[N+]=[N-].[Na+].N(CC1CC2C=C(Cl)C=C(C3C=CSC=3)C=2O1)=[N+]=[N-].[N:53]([CH2:56][CH:57]1[CH2:61][C:60]2[CH:62]=[CH:63][CH:64]=[C:65]([C:66]3[CH:71]=[CH:70][C:69]([O:72][CH3:73])=[CH:68][CH:67]=3)[C:59]=2[O:58]1)=[N+]=[N-].[N-]=[N+]=[N-], predict the reaction product. The product is: [CH3:73][O:72][C:69]1[CH:70]=[CH:71][C:66]([C:65]2[C:59]3[O:58][CH:57]([CH2:56][NH2:53])[CH2:61][C:60]=3[CH:62]=[CH:63][CH:64]=2)=[CH:67][CH:68]=1. (4) Given the reactants [C:1]([C:5]1[N:6]([CH3:17])[C:7]2[C:12]([CH:13]=1)=[CH:11][C:10]([N+:14]([O-])=O)=[CH:9][CH:8]=2)([CH3:4])([CH3:3])[CH3:2], predict the reaction product. The product is: [C:1]([C:5]1[N:6]([CH3:17])[C:7]2[C:12]([CH:13]=1)=[CH:11][C:10]([NH2:14])=[CH:9][CH:8]=2)([CH3:4])([CH3:2])[CH3:3]. (5) Given the reactants [F:1][C:2]1[CH:9]=[C:8]([OH:10])[CH:7]=[CH:6][C:3]=1[C:4]#[N:5].[CH3:11][C:12]1[CH:13]=[C:14]([NH:21][C:22]([C:24]2([CH3:27])[CH2:26][O:25]2)=[O:23])[CH:15]=[CH:16][C:17]=1[N+:18]([O-:20])=[O:19], predict the reaction product. The product is: [C:4]([C:3]1[CH:6]=[CH:7][C:8]([O:10][CH2:27][C:24]([OH:25])([CH3:26])[C:22]([NH:21][C:14]2[CH:15]=[CH:16][C:17]([N+:18]([O-:20])=[O:19])=[C:12]([CH3:11])[CH:13]=2)=[O:23])=[CH:9][C:2]=1[F:1])#[N:5]. (6) Given the reactants [C:1]1([C:7]2[S:11][C:10]([NH:12][C:13]([NH:15][C:16]3[C:21]([Cl:22])=[CH:20][C:19]([Cl:23])=[CH:18][C:17]=3[Cl:24])=[O:14])=[C:9]([C:25](O)=[O:26])[CH:8]=2)[CH:6]=[CH:5][CH:4]=[CH:3][CH:2]=1.CN(C(ON1N=NC2C=CC=NC1=2)=[N+](C)C)C.F[P-](F)(F)(F)(F)F.CCN(C(C)C)C(C)C.Cl.[NH2:62][C@@H:63]([CH:68]1[CH2:73][CH2:72][CH2:71][CH2:70][CH2:69]1)[C:64]([O:66][CH3:67])=[O:65], predict the reaction product. The product is: [CH:68]1([C@H:63]([NH:62][C:25]([C:9]2[CH:8]=[C:7]([C:1]3[CH:2]=[CH:3][CH:4]=[CH:5][CH:6]=3)[S:11][C:10]=2[NH:12][C:13]([NH:15][C:16]2[C:21]([Cl:22])=[CH:20][C:19]([Cl:23])=[CH:18][C:17]=2[Cl:24])=[O:14])=[O:26])[C:64]([O:66][CH3:67])=[O:65])[CH2:73][CH2:72][CH2:71][CH2:70][CH2:69]1.